Dataset: Catalyst prediction with 721,799 reactions and 888 catalyst types from USPTO. Task: Predict which catalyst facilitates the given reaction. (1) Reactant: [C:1](/[CH:3]=[CH:4]/[S:5]([C:8]1[CH:13]=[CH:12][C:11]([C:14]2([C:18]([OH:20])=O)[CH2:17][CH2:16][CH2:15]2)=[CH:10][CH:9]=1)(=[O:7])=[O:6])#[N:2].O[N:22]1[C:26]2[CH:27]=[CH:28][CH:29]=[CH:30][C:25]=2N=N1.Cl.CN(C)CCCN=C=NCC.C1(N)CCCCC1. Product: [CH:26]1([NH:22][C:18]([C:14]2([C:11]3[CH:10]=[CH:9][C:8]([S:5](/[CH:4]=[CH:3]/[C:1]#[N:2])(=[O:6])=[O:7])=[CH:13][CH:12]=3)[CH2:15][CH2:16][CH2:17]2)=[O:20])[CH2:27][CH2:28][CH2:29][CH2:30][CH2:25]1. The catalyst class is: 115. (2) Reactant: [C:1]([C:5]1[CH:10]=[CH:9][C:8]([S:11]([N:14]2[C:20]3[CH:21]=[C:22]([C:25]#[N:26])[CH:23]=[CH:24][C:19]=3[NH:18][C:17]3[N:27]=[C:28]([C:31]([F:34])([F:33])[F:32])[CH:29]=[CH:30][C:16]=3[CH2:15]2)(=[O:13])=[O:12])=[CH:7][CH:6]=1)([CH3:4])([CH3:3])[CH3:2].[N-:35]=[N+:36]=[N-:37].[Na+].[Cl-].[NH4+]. Product: [C:1]([C:5]1[CH:6]=[CH:7][C:8]([S:11]([N:14]2[C:20]3[CH:21]=[C:22]([C:25]4[N:35]=[N:36][NH:37][N:26]=4)[CH:23]=[CH:24][C:19]=3[NH:18][C:17]3[N:27]=[C:28]([C:31]([F:33])([F:34])[F:32])[CH:29]=[CH:30][C:16]=3[CH2:15]2)(=[O:12])=[O:13])=[CH:9][CH:10]=1)([CH3:4])([CH3:2])[CH3:3]. The catalyst class is: 31.